Predict which catalyst facilitates the given reaction. From a dataset of Catalyst prediction with 721,799 reactions and 888 catalyst types from USPTO. (1) Reactant: [CH3:1][O:2][C:3]1[CH:4]=[C:5]([C:11]2[C:12]([CH3:34])([CH3:33])[C:13](=[O:32])[N:14]([CH:16]3[CH2:21][CH2:20][N:19]([C:22]([C:24]4[CH:29]=[C:28]([OH:30])[CH:27]=[CH:26][C:25]=4[CH3:31])=[O:23])[CH2:18][CH2:17]3)[N:15]=2)[CH:6]=[CH:7][C:8]=1[O:9][CH3:10].C(=O)([O-])[O-].[K+].[K+].Br[CH2:42][C:43]([O:45][CH2:46][CH3:47])=[O:44]. Product: [CH3:1][O:2][C:3]1[CH:4]=[C:5]([C:11]2[C:12]([CH3:34])([CH3:33])[C:13](=[O:32])[N:14]([CH:16]3[CH2:21][CH2:20][N:19]([C:22]([C:24]4[CH:29]=[C:28]([CH:27]=[CH:26][C:25]=4[CH3:31])[O:30][CH2:42][C:43]([O:45][CH2:46][CH3:47])=[O:44])=[O:23])[CH2:18][CH2:17]3)[N:15]=2)[CH:6]=[CH:7][C:8]=1[O:9][CH3:10]. The catalyst class is: 3. (2) Reactant: [C:1]1([C:7](Cl)([C:14]2[CH:19]=[CH:18][CH:17]=[CH:16][CH:15]=2)[C:8]2[CH:13]=[CH:12][CH:11]=[CH:10][CH:9]=2)[CH:6]=[CH:5][CH:4]=[CH:3][CH:2]=1.[CH3:21][C:22]1[NH:23][CH:24]=[CH:25][N:26]=1.C(N(CC)CC)C.CN(C)C=O. Product: [CH3:21][C:22]1[N:23]([C:7]([C:14]2[CH:19]=[CH:18][CH:17]=[CH:16][CH:15]=2)([C:8]2[CH:13]=[CH:12][CH:11]=[CH:10][CH:9]=2)[C:1]2[CH:6]=[CH:5][CH:4]=[CH:3][CH:2]=2)[CH:24]=[CH:25][N:26]=1. The catalyst class is: 6. (3) Reactant: [C:1]([CH:3]([NH:17][C:18]([N:20]1[CH2:25][CH2:24][CH:23]([N:26]2[CH2:35][C:34]3[C:29](=[CH:30][CH:31]=[CH:32][CH:33]=3)[NH:28][C:27]2=[O:36])[CH2:22][CH2:21]1)=[O:19])[CH2:4][C:5]1[CH:6]=[C:7]2[C:11](=[C:12]([CH2:14][CH3:15])[CH:13]=1)[NH:10][N:9]=[C:8]2[CH3:16])#[N:2].[N:37]([Sn](C)(C)C)=[N+:38]=[N-:39]. Product: [CH2:14]([C:12]1[CH:13]=[C:5]([CH2:4][CH:3]([NH:17][C:18]([N:20]2[CH2:21][CH2:22][CH:23]([N:26]3[CH2:35][C:34]4[C:29](=[CH:30][CH:31]=[CH:32][CH:33]=4)[NH:28][C:27]3=[O:36])[CH2:24][CH2:25]2)=[O:19])[C:1]2[NH:39][N:38]=[N:37][N:2]=2)[CH:6]=[C:7]2[C:11]=1[NH:10][N:9]=[C:8]2[CH3:16])[CH3:15]. The catalyst class is: 7. (4) Reactant: F[C:2]1[CH:7]=[CH:6][CH:5]=[C:4]([F:8])[N:3]=1.CN(C=O)C.C([O-])([O-])=O.[K+].[K+].[OH:20][C:21]1[CH:22]=[C:23]([C:26]([F:29])([F:28])[F:27])[S:24][CH:25]=1. Product: [F:8][C:4]1[CH:5]=[CH:6][CH:7]=[C:2]([O:20][C:21]2[CH:22]=[C:23]([C:26]([F:29])([F:28])[F:27])[S:24][CH:25]=2)[N:3]=1. The catalyst class is: 6. (5) Reactant: [CH3:1][N:2]([CH3:27])[C:3]1[CH:4]=[CH:5][C:6]([C:11]2[S:12][C:13]3[CH:19]([O:20][CH2:21][O:22][CH2:23][CH2:24][O:25][CH3:26])[CH2:18][CH2:17][CH2:16][C:14]=3[N:15]=2)=[C:7]([CH2:9][OH:10])[CH:8]=1.CC(OI1(OC(C)=O)(OC(C)=O)OC(=O)C2C=CC=CC1=2)=O. Product: [CH3:1][N:2]([CH3:27])[C:3]1[CH:4]=[CH:5][C:6]([C:11]2[S:12][C:13]3[CH:19]([O:20][CH2:21][O:22][CH2:23][CH2:24][O:25][CH3:26])[CH2:18][CH2:17][CH2:16][C:14]=3[N:15]=2)=[C:7]([CH:8]=1)[CH:9]=[O:10]. The catalyst class is: 2. (6) Reactant: [CH3:1][N:2]1[C:10]2[C:5](=[CH:6][C:7]([C:11]#[N:12])=[CH:8][CH:9]=2)[C:4]([C:13]2[N:21]([S:22]([C:25]3[CH:30]=[CH:29][C:28]([CH3:31])=[CH:27][CH:26]=3)(=[O:24])=[O:23])[C:16]3=[N:17][CH:18]=[CH:19][CH:20]=[C:15]3[CH:14]=2)=[CH:3]1.Cl.[NH2:33][OH:34].C(=O)([O-])[O-].[K+].[K+]. Product: [OH:34][NH:33][C:11]([C:7]1[CH:6]=[C:5]2[C:10](=[CH:9][CH:8]=1)[N:2]([CH3:1])[CH:3]=[C:4]2[C:13]1[N:21]([S:22]([C:25]2[CH:26]=[CH:27][C:28]([CH3:31])=[CH:29][CH:30]=2)(=[O:24])=[O:23])[C:16]2=[N:17][CH:18]=[CH:19][CH:20]=[C:15]2[CH:14]=1)=[NH:12]. The catalyst class is: 8.